Dataset: Reaction yield outcomes from USPTO patents with 853,638 reactions. Task: Predict the reaction yield, written as a fraction of the theoretical maximum amount of product (1.0 means a 100% yield; for example, 0.34 means a 34% yield). (1) The reactants are C(N(CC)CC)C.Cl.[Br:9][C:10]1[CH:15]=[CH:14][C:13]([CH:16]2[CH2:20][CH2:19][NH:18][CH2:17]2)=[CH:12][CH:11]=1.[C:21](O[C:21]([O:23][C:24]([CH3:27])([CH3:26])[CH3:25])=[O:22])([O:23][C:24]([CH3:27])([CH3:26])[CH3:25])=[O:22]. The catalyst is C1COCC1.O. The product is [Br:9][C:10]1[CH:11]=[CH:12][C:13]([CH:16]2[CH2:20][CH2:19][N:18]([C:21]([O:23][C:24]([CH3:27])([CH3:26])[CH3:25])=[O:22])[CH2:17]2)=[CH:14][CH:15]=1. The yield is 1.00. (2) The reactants are [F:1][C:2]([F:25])([F:24])[C:3]([C:9]1[CH:14]=[CH:13][C:12](B2OC(C)(C)C(C)(C)O2)=[CH:11][CH:10]=1)([OH:8])[C:4]([F:7])([F:6])[F:5].Cl[C:27]1[N:32]=[C:31]([NH:33][C:34]([C:36]2([C:39]3[CH:49]=[CH:48][C:42]4[O:43][C:44]([F:47])([F:46])[O:45][C:41]=4[CH:40]=3)[CH2:38][CH2:37]2)=[O:35])[CH:30]=[CH:29][C:28]=1[CH3:50]. The catalyst is COCCOC.C([O-])([O-])=O.[Na+].[Na+].C1C=CC([P]([Pd]([P](C2C=CC=CC=2)(C2C=CC=CC=2)C2C=CC=CC=2)([P](C2C=CC=CC=2)(C2C=CC=CC=2)C2C=CC=CC=2)[P](C2C=CC=CC=2)(C2C=CC=CC=2)C2C=CC=CC=2)(C2C=CC=CC=2)C2C=CC=CC=2)=CC=1. The product is [F:47][C:44]1([F:46])[O:43][C:42]2[CH:48]=[CH:49][C:39]([C:36]3([C:34]([NH:33][C:31]4[CH:30]=[CH:29][C:28]([CH3:50])=[C:27]([C:12]5[CH:13]=[CH:14][C:9]([C:3]([OH:8])([C:4]([F:6])([F:5])[F:7])[C:2]([F:1])([F:25])[F:24])=[CH:10][CH:11]=5)[N:32]=4)=[O:35])[CH2:38][CH2:37]3)=[CH:40][C:41]=2[O:45]1. The yield is 0.750.